Dataset: Forward reaction prediction with 1.9M reactions from USPTO patents (1976-2016). Task: Predict the product of the given reaction. (1) The product is: [Cl:10][C:11]1[CH:16]=[CH:15][CH:14]=[CH:13][C:12]=1[CH2:17][CH2:18][C:19]([C:3]1[C:4]([OH:5])=[CH:6][C:7]([OH:8])=[CH:9][C:1]=1[OH:2])=[O:20]. Given the reactants [C:1]1([CH:9]=[C:7]([OH:8])[CH:6]=[C:4]([OH:5])[CH:3]=1)[OH:2].[Cl:10][C:11]1[CH:16]=[CH:15][CH:14]=[CH:13][C:12]=1[CH2:17][CH2:18][C:19](O)=[O:20].[Al+3].[Cl-].[Cl-].[Cl-].O=P(Cl)(Cl)Cl, predict the reaction product. (2) Given the reactants [CH2:1]([O:3][C:4]1[CH:9]=[CH:8][C:7]([C:10]2[CH:18]=[CH:17][CH:16]=[C:15]3[C:11]=2[CH2:12][CH2:13][C:14]3=[O:19])=[C:6]([OH:20])[C:5]=1[O:21][CH3:22])[CH3:2].C(=O)([O-])[O-].[K+].[K+].Br[CH2:30][C:31]([CH3:35])([CH3:34])[CH2:32][OH:33], predict the reaction product. The product is: [CH2:1]([O:3][C:4]1[CH:9]=[CH:8][C:7]([C:10]2[CH:18]=[CH:17][CH:16]=[C:15]3[C:11]=2[CH2:12][CH2:13][C:14]3=[O:19])=[C:6]([O:20][CH2:30][C:31]([CH3:35])([CH3:34])[CH2:32][OH:33])[C:5]=1[O:21][CH3:22])[CH3:2]. (3) Given the reactants CN(C)C=O.[N:6]1[CH:11]=[CH:10][CH:9]=[CH:8][C:7]=1[S:12]([CH:15]([NH:27][CH2:28][C:29]1[CH:34]=[CH:33][C:32]([C:35]2[S:36][CH:37]=[CH:38][N:39]=2)=[CH:31][CH:30]=1)[C:16]1[N:21]=[C:20]([NH:22][CH2:23][C:24]([OH:26])=[O:25])[CH:19]=[CH:18][CH:17]=1)(=[O:14])=[O:13].C(=O)([O-])[O-].[K+].[K+].CS(O[CH2:51][CH2:52][CH2:53][CH2:54][CH2:55][CH2:56][CH2:57][CH2:58][CH2:59][CH2:60][CH2:61][CH2:62][CH2:63][CH2:64][CH2:65][CH2:66][CH2:67][CH2:68][CH2:69][CH2:70][CH2:71][CH3:72])(=O)=O, predict the reaction product. The product is: [CH2:72]([O:25][C:24](=[O:26])[CH2:23][NH:22][C:20]1[CH:19]=[CH:18][CH:17]=[C:16]([CH:15]([S:12]([C:7]2[CH:8]=[CH:9][CH:10]=[CH:11][N:6]=2)(=[O:14])=[O:13])[NH:27][CH2:28][C:29]2[CH:34]=[CH:33][C:32]([C:35]3[S:36][CH:37]=[CH:38][N:39]=3)=[CH:31][CH:30]=2)[N:21]=1)[CH2:71][CH2:70][CH2:69][CH2:68][CH2:67][CH2:66][CH2:65][CH2:64][CH2:63][CH2:62][CH2:61][CH2:60][CH2:59][CH2:58][CH2:57][CH2:56][CH2:55][CH2:54][CH2:53][CH2:52][CH3:51]. (4) Given the reactants [CH:1]1([NH:4][C:5](=[O:31])[C:6]2[CH:11]=[C:10]([F:12])[C:9]([CH3:13])=[C:8]([C:14]3[CH:15]=[C:16]4[C:21](=[CH:22][CH:23]=3)[C:20](=[O:24])[N:19]([CH2:25][CH:26]3[CH2:28][CH2:27]3)[CH:18]=[C:17]4[CH:29]=O)[CH:7]=2)[CH2:3][CH2:2]1.[OH:32][CH2:33][CH2:34][C@H:35]1[CH2:40][NH:39][CH2:38][CH2:37][N:36]1C(OC(C)(C)C)=O, predict the reaction product. The product is: [CH:1]1([NH:4][C:5](=[O:31])[C:6]2[CH:11]=[C:10]([F:12])[C:9]([CH3:13])=[C:8]([C:14]3[CH:15]=[C:16]4[C:21](=[CH:22][CH:23]=3)[C:20](=[O:24])[N:19]([CH2:25][CH:26]3[CH2:27][CH2:28]3)[CH:18]=[C:17]4[CH2:29][N:39]3[CH2:38][CH2:37][NH:36][C@@H:35]([CH2:34][CH2:33][OH:32])[CH2:40]3)[CH:7]=2)[CH2:2][CH2:3]1.